Dataset: Retrosynthesis with 50K atom-mapped reactions and 10 reaction types from USPTO. Task: Predict the reactants needed to synthesize the given product. Given the product Clc1nc2ncnn2c(NC2CCCC2)c1-c1ccsc1, predict the reactants needed to synthesize it. The reactants are: Clc1nc2ncnn2c(Cl)c1-c1ccsc1.NC1CCCC1.